From a dataset of Forward reaction prediction with 1.9M reactions from USPTO patents (1976-2016). Predict the product of the given reaction. (1) The product is: [CH:1]([N:14]1[C:22]2[C:17](=[CH:18][C:19]([Cl:23])=[CH:20][CH:21]=2)[C:16]([CH2:24][CH2:25][S:26]([C:29]2[CH:30]=[CH:31][C:32]([C:33]([OH:35])=[O:34])=[CH:37][CH:38]=2)(=[O:28])=[O:27])=[C:15]1[CH2:39][CH2:40][NH:41][S:42]([CH2:45][C:46]1[CH:47]=[CH:48][CH:49]=[CH:50][CH:51]=1)(=[O:43])=[O:44])([C:2]1[CH:3]=[CH:4][CH:5]=[CH:6][CH:7]=1)[C:8]1[CH:13]=[CH:12][CH:11]=[CH:10][CH:9]=1. Given the reactants [CH:1]([N:14]1[C:22]2[C:17](=[CH:18][C:19]([Cl:23])=[CH:20][CH:21]=2)[C:16]([CH2:24][CH2:25][S:26]([C:29]2[CH:38]=[CH:37][C:32]([C:33]([O:35]C)=[O:34])=[CH:31][CH:30]=2)(=[O:28])=[O:27])=[C:15]1[CH2:39][CH2:40][NH:41][S:42]([CH2:45][C:46]1[CH:51]=[CH:50][CH:49]=[CH:48][CH:47]=1)(=[O:44])=[O:43])([C:8]1[CH:13]=[CH:12][CH:11]=[CH:10][CH:9]=1)[C:2]1[CH:7]=[CH:6][CH:5]=[CH:4][CH:3]=1.C1COCC1.[OH-].[Na+], predict the reaction product. (2) The product is: [OH:8][N:9]1[C:15](=[O:16])[N:14]2[CH2:17][C@H:10]1[CH2:11][CH2:12][C@H:13]2[C:18]([NH:20][O:21][CH:22]1[CH2:26][N:25]([C:27]([O:29][C:30]([CH3:32])([CH3:33])[CH3:31])=[O:28])[N:24]([C:34]([O:36][C:37]([CH3:40])([CH3:39])[CH3:38])=[O:35])[CH2:23]1)=[O:19]. Given the reactants C([O:8][N:9]1[C:15](=[O:16])[N:14]2[CH2:17][C@H:10]1[CH2:11][CH2:12][C@H:13]2[C:18]([NH:20][O:21][CH:22]1[CH2:26][N:25]([C:27]([O:29][C:30]([CH3:33])([CH3:32])[CH3:31])=[O:28])[N:24]([C:34]([O:36][C:37]([CH3:40])([CH3:39])[CH3:38])=[O:35])[CH2:23]1)=[O:19])C1C=CC=CC=1, predict the reaction product. (3) Given the reactants Cl[C:2]1([C:16]2[CH:21]=[CH:20][C:19]([CH:22]([CH3:24])[CH3:23])=[CH:18][C:17]=2[O:25][CH3:26])[C:10](=[O:11])[C:9]2[C:4](=[CH:5][CH:6]=[CH:7][C:8]=2[N+:12]([O-:14])=[O:13])[C:3]1=[O:15].[N-:27]=[N+:28]=[N-:29].[Na+].[I-].[Na+].O, predict the reaction product. The product is: [N:27]([C:2]1([C:16]2[CH:21]=[CH:20][C:19]([CH:22]([CH3:24])[CH3:23])=[CH:18][C:17]=2[O:25][CH3:26])[C:10](=[O:11])[C:9]2[C:4](=[CH:5][CH:6]=[CH:7][C:8]=2[N+:12]([O-:14])=[O:13])[C:3]1=[O:15])=[N+:28]=[N-:29]. (4) Given the reactants [CH:1]1([NH:6][C:7]2[CH:8]=[CH:9][CH:10]=[C:11]3[C:15]=2[NH:14][C:13]([C:16]2[S:17][CH2:18][C@@H:19]([CH2:21][C:22]([OH:24])=O)[N:20]=2)=[CH:12]3)[CH2:5][CH2:4][CH2:3][CH2:2]1.Cl.[CH2:26]([NH2:28])[CH3:27].C(Cl)CCl.C1C=CC2N(O)N=NC=2C=1.C(N(CC)CC)C.C(=O)(O)[O-].[Na+], predict the reaction product. The product is: [CH:1]1([NH:6][C:7]2[CH:8]=[CH:9][CH:10]=[C:11]3[C:15]=2[NH:14][C:13]([C:16]2[S:17][CH2:18][C@@H:19]([CH2:21][C:22]([NH:28][CH2:26][CH3:27])=[O:24])[N:20]=2)=[CH:12]3)[CH2:2][CH2:3][CH2:4][CH2:5]1. (5) Given the reactants [NH:1]1[CH:5]=[C:4]([CH2:6][CH2:7][CH2:8][C:9](Cl)=[O:10])[N:3]=[N:2]1.[NH2:12][CH:13]1[CH2:18][CH2:17][N:16]([C:19]([O:21][CH2:22][C:23]2[CH:28]=[C:27]([CH3:29])[CH:26]=[C:25]([CH3:30])[CH:24]=2)=[O:20])[CH2:15][CH2:14]1.CCN(C(C)C)C(C)C, predict the reaction product. The product is: [NH:1]1[CH:5]=[C:4]([CH2:6][CH2:7][CH2:8][C:9]([NH:12][CH:13]2[CH2:14][CH2:15][N:16]([C:19]([O:21][CH2:22][C:23]3[CH:24]=[C:25]([CH3:30])[CH:26]=[C:27]([CH3:29])[CH:28]=3)=[O:20])[CH2:17][CH2:18]2)=[O:10])[N:3]=[N:2]1.